Task: Binary Classification. Given a miRNA mature sequence and a target amino acid sequence, predict their likelihood of interaction.. Dataset: Experimentally validated miRNA-target interactions with 360,000+ pairs, plus equal number of negative samples (1) The miRNA is hsa-miR-571 with sequence UGAGUUGGCCAUCUGAGUGAG. The protein sequence of the target gene is MHDLPPDSGARRGGRGLADHSFPAGARAPGQPPSRGAAYRRACPRDGERGGGGRPRQQVSPPRSPQREPRGGQLRTPRMRPSCSRSLESLRVGAKPPPFQRWPSDSWIRCGAHRDWDEPPPRGGRMDGWSGDRARAAAPTGLQPPGCKDHGCSSGSPFRDPAGSSVIRSGKGDRQEGPSFLRPPAVTVKKLQKWMYKGRLLSLGMKGRARGTAPKVTGTQAASPNVGALKVRENRVLSVPPDQRITLTDLFENAYGSSMKGRELEELKDNIEFRGHKPLNSITVSKKRNWLYQSTLRPLN.... Result: 1 (interaction). (2) The miRNA is hsa-miR-1827 with sequence UGAGGCAGUAGAUUGAAU. The protein sequence of the target gene is MGLLTFRDVAIEFSLEEWQCLDTAQKNLYRNVMLENYRNLAFLGIAVSKPDLIICLEKEKEPWNMKRDEMVDEPPGICPHFAQDIWPEQGVEDSFQKVILRRFEKCGHENLQLRKGCKSVDECKVHKEGYNGLNQCFTTTQGKASQCGKYLKVFYKFINLNRYKIRHTRKKPFKCKNCVKSFCMFSHKTQHKSIYTTEKSYKCKECGKTFNWSSTLTNHKKTHTEEKPYKCEEYGKAFNQSSNYTTHKVTHTGEKPYKCEECGKAFSQSSTLTIHKRIHTGEKPCKCEECGKAFSQPSAL.... Result: 1 (interaction). (3) The miRNA is hsa-miR-197-5p with sequence CGGGUAGAGAGGGCAGUGGGAGG. The protein sequence of the target gene is MPNIKIFSGSSHQDLSQKIADRLGLELGKVVTKKFSNQETCVEIDESVRGEDVYIVQSGCGEINDSLMELLIMINACKIASASRVTAVIPCFPYARQDKKDKSRSPISAKLVANMLSIAGADHIITMDLHASQIQGFFDIPVDNLYAEPTVLKWIRENIPEWKNCIIVSPDAGGAKRVTSIADQLNVDFALIHKERKKANEVDCIVLVGDVNDRVAILVDDMADTCVTICLAADKLLSAGATRVYAILTHGIFSGPAISRINTACFEAVVVTNTIPQDEKMKHCSKIRVIDISMILAEAI.... Result: 0 (no interaction). (4) The miRNA is mmu-miR-3074-5p with sequence GUUCCUGCUGAACUGAGCCAGU. The protein sequence of the target gene is MRGEQGAAGARVLQFTNCRILRGGKLLREDLWVRGGRILDPEKLFFEERRVADERRDCGGRILAPGFIDVQINGGFGVDFSQATEDVGSGVALVARRILSHGVTSFCPTLVTSPPEVYHKVVPQIPVKSGGPHGAGVLGLHLEGPFISREKRGAHPEAHLRSFEADAFQDLLATYGPLDNVRIVTLAPELGRSHEVIRALTARGICVSLGHSVADLRAAEDAVWSGATFITHLFNAMLPFHHRDPGIVGLLTSDRLPAGRCIFYGMIADGTHTNPAALRIAHRAHPQGLVLVTDAIPALG.... Result: 0 (no interaction). (5) The miRNA is hsa-miR-335-5p with sequence UCAAGAGCAAUAACGAAAAAUGU. The protein sequence of the target gene is MTEGTKKTSKKFKFFKFKGFGSLSNLPRSFTLRRSSASISRQSHLEPDTFEATQDDMVTVPKSPPAYARSSDMYSHMGTMPRPSIKKAQNSQAARQAQEAGPKPNLVPGGVPDPPGLEAAKEVMVKATGPLEDTPAMEPNPSAVEVDPIRKPEVPTGDVEEERPPRDVHSERAAGEPEAGSDYVKFSKEKYILDSSPEKLHKELEEELKLSSTDLRSHAWYHGRIPREVSETLVQRNGDFLIRDSLTSLGDYVLTCRWRNQALHFKINKVVVKAGESYTHIQYLFEQESFDHVPALVRYH.... Result: 1 (interaction). (6) The miRNA is hsa-miR-8072 with sequence GGCGGCGGGGAGGUAGGCAG. The protein sequence of the target gene is MPTFDQALRKAGEFGRFQRRVFLLLCLTGVTFAFLFVGVVFLGSQPDYYWCRGPRATALAERCAWSPEEEWNLTTPELHVPAERRGQGHCHRYLLEATNTSSELSCDPLTAFPNRSAPLVSCSGDWRYVETHSTIVSQFDLVCSNAWMLDLTQAILNLGFLAGAFTLGYAADRYGRLIIYLISCFGVGITGVVVAFAPNFSVFVIFRFLQGVFGKGAWMTCFVIVTEIVGSKQRRIVGIVIQMFFTLGIIILPGIAYFTPSWQGIQLAISLPSFLFLLYYWVVPESPRWLITRKQGEKAL.... Result: 0 (no interaction).